Dataset: Forward reaction prediction with 1.9M reactions from USPTO patents (1976-2016). Task: Predict the product of the given reaction. (1) Given the reactants C[O:2][C:3]1[CH:4]=[C:5]([CH:26]=[CH2:27])[C:6]2[O:10][C:9]([C:11]3[CH:16]=[CH:15]C(OC)=[CH:13][CH:12]=3)=[C:8]([C:19]3[CH:24]=[CH:23][CH:22]=[CH:21][CH:20]=3)[C:7]=2[CH:25]=1.C1CCCCC=1.B(F)(F)F.S(C)C.[C:41]([O-])(O)=[O:42].[Na+].[CH3:46][OH:47], predict the reaction product. The product is: [OH:47][C:46]1[CH:15]=[CH:16][C:11]([C:9]2[O:10][C:6]3[C:5]([CH:26]([O:42][CH3:41])[CH3:27])=[CH:4][C:3]([OH:2])=[CH:25][C:7]=3[C:8]=2[C:19]2[CH:24]=[CH:23][CH:22]=[CH:21][CH:20]=2)=[CH:12][CH:13]=1. (2) Given the reactants C(OC(=O)[NH:7][C:8]1([C:12]2[CH:17]=[CH:16][C:15]([C:18]3[C:38]([C:39]4[CH:44]=[CH:43][CH:42]=[CH:41][CH:40]=4)=[CH:37][N:21]4[N:22]=[C:23]5[C:28]([C:27]([C:29]6[CH:34]=[CH:33][C:32]([C:35]#[N:36])=[CH:31][CH:30]=6)=[CH:26][CH:25]=[CH:24]5)=[C:20]4[N:19]=3)=[CH:14][CH:13]=2)[CH2:11][CH2:10][CH2:9]1)(C)(C)C, predict the reaction product. The product is: [NH2:7][C:8]1([C:12]2[CH:17]=[CH:16][C:15]([C:18]3[C:38]([C:39]4[CH:44]=[CH:43][CH:42]=[CH:41][CH:40]=4)=[CH:37][N:21]4[N:22]=[C:23]5[C:28]([C:27]([C:29]6[CH:34]=[CH:33][C:32]([C:35]#[N:36])=[CH:31][CH:30]=6)=[CH:26][CH:25]=[CH:24]5)=[C:20]4[N:19]=3)=[CH:14][CH:13]=2)[CH2:9][CH2:10][CH2:11]1. (3) Given the reactants [CH:1]1[CH:6]=[CH:5][C:4]([CH:7]([NH2:10])[CH2:8][OH:9])=[CH:3][CH:2]=1.[C:11]([N:18]1[CH2:23][CH2:22][C:21](=O)[CH2:20][CH2:19]1)([O:13][C:14]([CH3:17])([CH3:16])[CH3:15])=[O:12], predict the reaction product. The product is: [C:14]([O:13][C:11]([N:18]1[CH2:23][CH2:22][CH:21]([NH:10][C@H:7]([C:4]2[CH:5]=[CH:6][CH:1]=[CH:2][CH:3]=2)[CH2:8][OH:9])[CH2:20][CH2:19]1)=[O:12])([CH3:17])([CH3:15])[CH3:16]. (4) Given the reactants Br[CH2:2][CH2:3][O:4][C:5]1[C:10]([O:11][CH2:12][CH2:13][CH:14]([C:16]2[CH:21]=[CH:20][C:19]([F:22])=[CH:18][CH:17]=2)[CH3:15])=[C:9]([O:23][CH3:24])[C:8]([Cl:25])=[C:7]([CH3:26])[C:6]=1[C:27](=[O:29])[CH3:28].[NH:30]1[CH2:35][CH2:34][O:33][CH2:32][CH2:31]1, predict the reaction product. The product is: [Cl:25][C:8]1[C:7]([CH3:26])=[C:6]([C:27](=[O:29])[CH3:28])[C:5]([O:4][CH2:3][CH2:2][N:30]2[CH2:35][CH2:34][O:33][CH2:32][CH2:31]2)=[C:10]([O:11][CH2:12][CH2:13][CH:14]([C:16]2[CH:21]=[CH:20][C:19]([F:22])=[CH:18][CH:17]=2)[CH3:15])[C:9]=1[O:23][CH3:24]. (5) Given the reactants [F:1][C:2]([F:11])([F:10])[C:3]1[CH:4]=[CH:5][C:6]([NH2:9])=[N:7][CH:8]=1.CCN(CC)CC.[CH3:19][C:20]([CH3:25])([CH3:24])[C:21](Cl)=[O:22], predict the reaction product. The product is: [F:11][C:2]([F:1])([F:10])[C:3]1[CH:4]=[CH:5][C:6]([NH:9][C:21](=[O:22])[C:20]([CH3:25])([CH3:24])[CH3:19])=[N:7][CH:8]=1.